Dataset: Catalyst prediction with 721,799 reactions and 888 catalyst types from USPTO. Task: Predict which catalyst facilitates the given reaction. Reactant: [CH3:1][C:2]([CH3:9])([CH3:8])[C:3](=O)[CH2:4][C:5]#[N:6].[F:10][C:11]1[CH:16]=[CH:15][C:14]([NH:17][NH2:18])=[CH:13][CH:12]=1.C(O)(=O)C. Product: [C:2]([C:3]1[CH:4]=[C:5]([NH2:6])[N:17]([C:14]2[CH:15]=[CH:16][C:11]([F:10])=[CH:12][CH:13]=2)[N:18]=1)([CH3:9])([CH3:8])[CH3:1]. The catalyst class is: 14.